This data is from Reaction yield outcomes from USPTO patents with 853,638 reactions. The task is: Predict the reaction yield, written as a fraction of the theoretical maximum amount of product (1.0 means a 100% yield; for example, 0.34 means a 34% yield). The reactants are [C:1]([C:5]1[NH:6][C:7]2[C:16]3[N:15]=[C:14]([NH2:17])[N:13]=[C:12]([O:18]C)[C:11]=3[C:10]3[CH:20]=[C:21]([F:24])[CH:22]=[CH:23][C:9]=3[C:8]=2[N:25]=1)([CH3:4])([CH3:3])[CH3:2].[OH-].[Na+]. The catalyst is C(O)C.Cl. The product is [NH2:17][C:14]1[N:13]=[C:12]([OH:18])[C:11]2[C:10]3[CH:20]=[C:21]([F:24])[CH:22]=[CH:23][C:9]=3[C:8]3[N:25]=[C:5]([C:1]([CH3:4])([CH3:3])[CH3:2])[NH:6][C:7]=3[C:16]=2[N:15]=1. The yield is 0.630.